Dataset: Catalyst prediction with 721,799 reactions and 888 catalyst types from USPTO. Task: Predict which catalyst facilitates the given reaction. (1) Reactant: [OH-].[Na+].C[O:4][C:5](=[O:28])/[CH:6]=[CH:7]/[C:8]1[CH:13]=[CH:12][CH:11]=[C:10]([NH:14][C:15](=[O:27])/[CH:16]=[CH:17]/[C:18]2[CH:26]=[CH:25][C:21]3[O:22][CH2:23][O:24][C:20]=3[CH:19]=2)[CH:9]=1. Product: [O:22]1[C:21]2[CH:25]=[CH:26][C:18](/[CH:17]=[CH:16]/[C:15]([NH:14][C:10]3[CH:9]=[C:8](/[CH:7]=[CH:6]/[C:5]([OH:28])=[O:4])[CH:13]=[CH:12][CH:11]=3)=[O:27])=[CH:19][C:20]=2[O:24][CH2:23]1. The catalyst class is: 7. (2) Reactant: [CH2:1]([N:8]([CH3:16])[C:9]([C@H:11]1[CH2:15][CH2:14][CH2:13][O:12]1)=O)[C:2]1[CH:7]=[CH:6][CH:5]=[CH:4][CH:3]=1.[H-].[Al+3].[Li+].[H-].[H-].[H-].O.[OH-].[Na+]. Product: [O:12]1[CH2:13][CH2:14][CH2:15][C@@H:11]1[CH2:9][N:8]([CH2:1][C:2]1[CH:3]=[CH:4][CH:5]=[CH:6][CH:7]=1)[CH3:16]. The catalyst class is: 7. (3) Product: [CH2:1]([C@H:3]1[N:12]([C:27](=[O:36])[C:28]2[CH:33]=[CH:32][C:31]([O:34][CH3:35])=[CH:30][CH:29]=2)[C:11]2[C:6](=[CH:7][CH:8]=[C:9]([F:13])[CH:10]=2)[NH:5][C:4]1=[O:14])[CH3:2]. Reactant: [CH2:1]([C@H:3]1[NH:12][C:11]2[C:6](=[CH:7][CH:8]=[C:9]([F:13])[CH:10]=2)[NH:5][C:4]1=[O:14])[CH3:2].C([C@H]1N([C:27](=[O:36])[C:28]2[CH:33]=[CH:32][C:31]([O:34][CH3:35])=[CH:30][CH:29]=2)C2C(=CC(F)=CC=2)NC1=O)C. The catalyst class is: 28. (4) Reactant: [CH3:1][C:2]1[C:11]2[C:6](=[CH:7][CH:8]=[CH:9][CH:10]=2)[C:5]([C:12]2[C:25]3[C:26]4=[C:27]5[C:22](=[CH:23][CH:24]=3)[CH:21]=[CH:20][C:19]([C:28]3[C:37]6[C:32](=[CH:33][CH:34]=[CH:35][CH:36]=6)[C:31]([CH3:38])=[CH:30][CH:29]=3)=[C:18]5[CH:17]=[CH:16][C:15]4=[CH:14][CH:13]=2)=[CH:4][CH:3]=1.[Br:39]N1C(=O)CCC1=O.CN(C)C=O. Product: [Br:39][C:21]1[C:22]2[C:27]3=[C:26]4[C:25](=[CH:24][CH:23]=2)[C:12]([C:5]2[C:6]5[C:11](=[CH:10][CH:9]=[CH:8][CH:7]=5)[C:2]([CH3:1])=[CH:3][CH:4]=2)=[CH:13][CH:14]=[C:15]4[CH:16]=[CH:17][C:18]3=[C:19]([C:28]2[C:37]3[C:32](=[CH:33][CH:34]=[CH:35][CH:36]=3)[C:31]([CH3:38])=[CH:30][CH:29]=2)[CH:20]=1. The catalyst class is: 6.